Dataset: Peptide-MHC class I binding affinity with 185,985 pairs from IEDB/IMGT. Task: Regression. Given a peptide amino acid sequence and an MHC pseudo amino acid sequence, predict their binding affinity value. This is MHC class I binding data. (1) The peptide sequence is DISVNASKTI. The MHC is HLA-A68:02 with pseudo-sequence HLA-A68:02. The binding affinity (normalized) is 0.114. (2) The peptide sequence is FPGEKRVSK. The MHC is HLA-A11:01 with pseudo-sequence HLA-A11:01. The binding affinity (normalized) is 0.0847. (3) The peptide sequence is PLRPMTYK. The MHC is HLA-A03:01 with pseudo-sequence HLA-A03:01. The binding affinity (normalized) is 0.226. (4) The peptide sequence is YRTAVCGLY. The MHC is HLA-A30:01 with pseudo-sequence HLA-A30:01. The binding affinity (normalized) is 0.0847.